This data is from Reaction yield outcomes from USPTO patents with 853,638 reactions. The task is: Predict the reaction yield, written as a fraction of the theoretical maximum amount of product (1.0 means a 100% yield; for example, 0.34 means a 34% yield). (1) The reactants are [F:1][C:2]1[CH:3]=[C:4]([CH2:15][C:16]([O:18][CH3:19])=[O:17])[CH:5]=[CH:6][C:7]=1[C:8]1[CH:13]=[CH:12][CH:11]=[C:10]([OH:14])[CH:9]=1.[CH2:20]([N:26]=[C:27]=[O:28])[CH2:21][CH2:22][CH2:23][CH2:24][CH3:25]. No catalyst specified. The product is [F:1][C:2]1[CH:3]=[C:4]([CH2:15][C:16]([O:18][CH3:19])=[O:17])[CH:5]=[CH:6][C:7]=1[C:8]1[CH:13]=[CH:12][CH:11]=[C:10]([O:14][C:27](=[O:28])[NH:26][CH2:20][CH2:21][CH2:22][CH2:23][CH2:24][CH3:25])[CH:9]=1. The yield is 0.640. (2) The reactants are [CH2:1]([C:4]1[CH:12]=[CH:11][C:7]([C:8]([OH:10])=[O:9])=[CH:6][CH:5]=1)[C:2]#[CH:3].Br[C:14]1[C:15]([NH:22][CH2:23][C:24]([CH3:27])([CH3:26])[CH3:25])=[N:16][C:17]([C:20]#[N:21])=[N:18][CH:19]=1.C(N(CC)CC)C.[Cl-].[NH4+]. The catalyst is CN(C=O)C.Cl[Pd](Cl)([P](C1C=CC=CC=1)(C1C=CC=CC=1)C1C=CC=CC=1)[P](C1C=CC=CC=1)(C1C=CC=CC=1)C1C=CC=CC=1.[Cu]I. The product is [C:20]([C:17]1[N:18]=[CH:19][C:14]2[CH:3]=[C:2]([CH2:1][C:4]3[CH:12]=[CH:11][C:7]([C:8]([OH:10])=[O:9])=[CH:6][CH:5]=3)[N:22]([CH2:23][C:24]([CH3:27])([CH3:26])[CH3:25])[C:15]=2[N:16]=1)#[N:21]. The yield is 0.510. (3) The reactants are [C:1]([O:5][C:6](=[O:15])[NH:7][C@H:8]1[CH2:13][CH2:12][C@H:11]([OH:14])[CH2:10][CH2:9]1)([CH3:4])([CH3:3])[CH3:2].C(N(CC)CC)C.[CH3:23][S:24](Cl)(=[O:26])=[O:25]. The catalyst is C(Cl)Cl. The product is [CH3:23][S:24]([O:14][C@H:11]1[CH2:10][CH2:9][C@H:8]([NH:7][C:6]([O:5][C:1]([CH3:4])([CH3:2])[CH3:3])=[O:15])[CH2:13][CH2:12]1)(=[O:26])=[O:25]. The yield is 0.990. (4) The reactants are [CH3:1][O:2][C:3]1[N:4]=[C:5]([CH3:11])[S:6][C:7]=1[C:8]([OH:10])=O.O1CCCC1.C(Cl)(=O)C(Cl)=O.[NH2:23][C:24]1[CH:25]=[C:26]([CH:43]=[CH:44][C:45]=1[F:46])[O:27][C:28]1[CH:29]=[CH:30][C:31]2[N:32]([CH:34]=[C:35]([NH:37][C:38]([CH:40]3[CH2:42][CH2:41]3)=[O:39])[N:36]=2)[N:33]=1. The catalyst is CN(C)C=O.CN(C)C(=O)C. The product is [CH:40]1([C:38]([NH:37][C:35]2[N:36]=[C:31]3[CH:30]=[CH:29][C:28]([O:27][C:26]4[CH:43]=[CH:44][C:45]([F:46])=[C:24]([NH:23][C:8]([C:7]5[S:6][C:5]([CH3:11])=[N:4][C:3]=5[O:2][CH3:1])=[O:10])[CH:25]=4)=[N:33][N:32]3[CH:34]=2)=[O:39])[CH2:41][CH2:42]1. The yield is 0.400. (5) The reactants are [Cl:1][CH2:2][CH2:3][CH2:4][CH2:5][C@H:6]([OH:8])[CH3:7].[C:9](=O)([O-])[O-].[K+].[K+].IC.[H-].[Na+]. The catalyst is O.CN(C)C=O. The product is [Cl:1][CH2:2][CH2:3][CH2:4][CH2:5][C@H:6]([O:8][CH3:9])[CH3:7]. The yield is 0.430. (6) The reactants are [CH3:1][O:2][C:3]1[CH:8]=[CH:7][C:6]([CH2:9][CH2:10][NH:11][CH:12]([C:15]2[CH:20]=[CH:19][C:18]([CH3:21])=[C:17]([CH3:22])[CH:16]=2)[CH2:13][NH2:14])=[CH:5][CH:4]=1.[C:23](N1C=CN=C1)(N1C=CN=C1)=[O:24]. The product is [CH3:1][O:2][C:3]1[CH:8]=[CH:7][C:6]([CH2:9][CH2:10][N:11]2[CH:12]([C:15]3[CH:20]=[CH:19][C:18]([CH3:21])=[C:17]([CH3:22])[CH:16]=3)[CH2:13][NH:14][C:23]2=[O:24])=[CH:5][CH:4]=1. The catalyst is CN(C=O)C.C(OCC)(=O)C. The yield is 0.650.